Task: Predict the product of the given reaction.. Dataset: Forward reaction prediction with 1.9M reactions from USPTO patents (1976-2016) (1) Given the reactants [F:1][C:2]1[CH:3]=[C:4]2[C:9](=[CH:10][CH:11]=1)[C:8](=[O:12])[N:7]([CH2:13][CH:14]([CH3:16])[CH3:15])[C:6]([C:17]([O:19][CH2:20][CH3:21])=[O:18])=[C:5]2[OH:22].[CH2:23](O)[CH2:24][CH2:25][CH3:26].C(P(CCCC)CCCC)CCC.N(C(N1CCCCC1)=O)=NC(N1CCCCC1)=O, predict the reaction product. The product is: [CH2:23]([O:22][C:5]1[C:4]2[C:9](=[CH:10][CH:11]=[C:2]([F:1])[CH:3]=2)[C:8](=[O:12])[N:7]([CH2:13][CH:14]([CH3:16])[CH3:15])[C:6]=1[C:17]([O:19][CH2:20][CH3:21])=[O:18])[CH2:24][CH2:25][CH3:26]. (2) Given the reactants [CH:1]1([CH2:7][C@@H:8]([NH2:24])[CH2:9][N:10]2[CH2:15][CH:14]=[C:13]([C:16]3[CH:21]=[CH:20][CH:19]=[CH:18][C:17]=3[O:22][CH3:23])[CH2:12][CH2:11]2)[CH2:6][CH2:5][CH2:4][CH2:3][CH2:2]1.C(N(CC)CC)C.[CH3:32][C:33]1([C:39]([Cl:41])=[O:40])[CH2:38][CH2:37][CH2:36][CH2:35][CH2:34]1, predict the reaction product. The product is: [CH:1]1([CH2:7][C@@H:8]([NH:24][C:39]([C:33]2([CH3:32])[CH2:38][CH2:37][CH2:36][CH2:35][CH2:34]2)=[O:40])[CH2:9][N:10]2[CH2:11][CH:12]=[C:13]([C:16]3[CH:21]=[CH:20][CH:19]=[CH:18][C:17]=3[O:22][CH3:23])[CH2:14][CH2:15]2)[CH2:6][CH2:5][CH2:4][CH2:3][CH2:2]1.[ClH:41]. (3) Given the reactants [CH2:1]([O:8][C:9]1[CH:14]=[CH:13][C:12]([N:15]2[C:19]([CH3:20])=[C:18]([C:21](O)=[O:22])[N:17]=[C:16]2[C:24]2[CH:29]=[CH:28][C:27]([Cl:30])=[CH:26][C:25]=2[Cl:31])=[CH:11][CH:10]=1)[C:2]1[CH:7]=[CH:6][CH:5]=[CH:4][CH:3]=1.C(Cl)(=O)C(Cl)=O.[F:38][C:39]([F:49])([F:48])[O:40][C:41]1[CH:46]=[CH:45][C:44]([NH2:47])=[CH:43][CH:42]=1, predict the reaction product. The product is: [CH2:1]([O:8][C:9]1[CH:14]=[CH:13][C:12]([N:15]2[C:19]([CH3:20])=[C:18]([C:21]([NH:47][C:44]3[CH:45]=[CH:46][C:41]([O:40][C:39]([F:38])([F:48])[F:49])=[CH:42][CH:43]=3)=[O:22])[N:17]=[C:16]2[C:24]2[CH:29]=[CH:28][C:27]([Cl:30])=[CH:26][C:25]=2[Cl:31])=[CH:11][CH:10]=1)[C:2]1[CH:3]=[CH:4][CH:5]=[CH:6][CH:7]=1. (4) Given the reactants [CH3:1][O:2][C:3](=[O:22])[C:4]1[CH:9]=[CH:8][C:7]([CH2:10][O:11][C:12]2[CH:17]=[C:16]([CH3:18])[C:15]([CH3:19])=[CH:14][C:13]=2[NH2:20])=[C:6]([CH3:21])[CH:5]=1.[CH3:23][C:24]1[O:28][C:27]([S:29](Cl)(=[O:31])=[O:30])=[CH:26][CH:25]=1.C(OCC)(=O)C.O, predict the reaction product. The product is: [CH3:1][O:2][C:3](=[O:22])[C:4]1[CH:9]=[CH:8][C:7]([CH2:10][O:11][C:12]2[CH:17]=[C:16]([CH3:18])[C:15]([CH3:19])=[CH:14][C:13]=2[NH:20][S:29]([C:27]2[O:28][C:24]([CH3:23])=[CH:25][CH:26]=2)(=[O:31])=[O:30])=[C:6]([CH3:21])[CH:5]=1.